From a dataset of Retrosynthesis with 50K atom-mapped reactions and 10 reaction types from USPTO. Predict the reactants needed to synthesize the given product. (1) The reactants are: Clc1ccc(-c2cc(CBr)no2)s1.c1c[nH]cn1. Given the product Clc1ccc(-c2cc(Cn3ccnc3)no2)s1, predict the reactants needed to synthesize it. (2) Given the product CC(C)(N)CS(=O)(=O)CCO, predict the reactants needed to synthesize it. The reactants are: CC(C)(CS(=O)(=O)CCO)NC(=O)OC(C)(C)C. (3) Given the product CCCCCCn1cpc2ncnc(N)c21, predict the reactants needed to synthesize it. The reactants are: CCCCCCBr.Nc1ncnc2pc[nH]c12. (4) Given the product CC(C)c1onc(-c2c(Cl)cccc2Cl)c1CCCOc1ccc(-c2ccc3nc(C(=O)O)ccc3c2)cc1, predict the reactants needed to synthesize it. The reactants are: COC(=O)c1ccc2cc(-c3ccc(OCCCc4c(-c5c(Cl)cccc5Cl)noc4C(C)C)cc3)ccc2n1. (5) The reactants are: Cc1ccc(N)cc1-n1ccn2nc(-c3cccnc3)cc12.N#Cc1cc(C(=O)O)cc(S(F)(F)(F)(F)F)c1. Given the product Cc1ccc(NC(=O)c2cc(C#N)cc(S(F)(F)(F)(F)F)c2)cc1-n1ccn2nc(-c3cccnc3)cc12, predict the reactants needed to synthesize it. (6) Given the product CNc1ncc2cc(-c3c(C)ccc(C(=O)Nc4cccc(OC(C)C)c4)c3F)ccc2n1, predict the reactants needed to synthesize it. The reactants are: CNc1ncc2cc(B3OC(C)(C)C(C)(C)O3)ccc2n1.Cc1ccc(C(=O)Nc2cccc(OC(C)C)c2)c(F)c1I. (7) The reactants are: CCCC[Sn](CCCC)(CCCC)c1cc(C(=O)OCC)[nH]n1.O=C(C(=O)N1CCN(c2nnnn2-c2ccccc2)CC1)c1c[nH]c2c(Br)ncc(F)c12. Given the product CCOC(=O)c1cc(-c2ncc(F)c3c(C(=O)C(=O)N4CCN(c5nnnn5-c5ccccc5)CC4)c[nH]c23)n[nH]1, predict the reactants needed to synthesize it. (8) Given the product Nc1n[nH]c2nc(NC(=O)C3CC3)sc12, predict the reactants needed to synthesize it. The reactants are: CC(C)(C)OC(=O)Nc1n[nH]c2nc(NC(=O)C3CC3)sc12. (9) Given the product Cc1ccc(F)cc1-c1ccc2cc(NCC3CC3)ncc2c1, predict the reactants needed to synthesize it. The reactants are: BrCC1CC1.Cc1ccc(F)cc1-c1ccc2cc(N)ncc2c1.